Task: Predict the product of the given reaction.. Dataset: Forward reaction prediction with 1.9M reactions from USPTO patents (1976-2016) Given the reactants CCN(C(C)C)C(C)C.[CH3:10][O:11][C:12]1[CH:13]=[CH:14][CH:15]=[C:16]2[C:21]=1[O:20][C:19](=[O:22])[C:18]([C:23]([OH:25])=O)=[CH:17]2.CN(C(ON1N=NC2C=CC=NC1=2)=[N+](C)C)C.F[P-](F)(F)(F)(F)F.[CH3:50][O:51][C:52]1[C:57]([C:58]2[CH:59]=[C:60]([NH2:64])[CH:61]=[CH:62][CH:63]=2)=[CH:56][CH:55]=[CH:54][N:53]=1, predict the reaction product. The product is: [CH3:50][O:51][C:52]1[C:57]([C:58]2[CH:59]=[C:60]([NH:64][C:23]([C:18]3[C:19](=[O:22])[O:20][C:21]4[C:16]([CH:17]=3)=[CH:15][CH:14]=[CH:13][C:12]=4[O:11][CH3:10])=[O:25])[CH:61]=[CH:62][CH:63]=2)=[CH:56][CH:55]=[CH:54][N:53]=1.